From a dataset of Reaction yield outcomes from USPTO patents with 853,638 reactions. Predict the reaction yield, written as a fraction of the theoretical maximum amount of product (1.0 means a 100% yield; for example, 0.34 means a 34% yield). (1) The catalyst is O1CCOCC1. The yield is 0.730. The product is [CH:19]1([NH:16][C:17](=[S:18])[N:14]([C:10]2[S:9][C:8]([C:4]3[CH:5]=[N:6][CH:7]=[C:2]([F:1])[CH:3]=3)=[N:12][C:11]=2[CH3:13])[CH3:15])[CH2:21][CH2:20]1. The reactants are [F:1][C:2]1[CH:3]=[C:4]([C:8]2[S:9][C:10]([NH:14][CH3:15])=[C:11]([CH3:13])[N:12]=2)[CH:5]=[N:6][CH:7]=1.[N:16]([CH:19]1[CH2:21][CH2:20]1)=[C:17]=[S:18]. (2) The reactants are [C:1]([NH:4][C:5]1[N:10]=[CH:9][C:8]([NH:11][C:12](=[O:24])[C:13]2[C:18]([F:19])=[CH:17][CH:16]=[C:15]([N+:20]([O-])=O)[C:14]=2[F:23])=[CH:7][CH:6]=1)(=[O:3])[CH3:2]. The catalyst is CO.[Pd]. The product is [C:1]([NH:4][C:5]1[N:10]=[CH:9][C:8]([NH:11][C:12](=[O:24])[C:13]2[C:18]([F:19])=[CH:17][CH:16]=[C:15]([NH2:20])[C:14]=2[F:23])=[CH:7][CH:6]=1)(=[O:3])[CH3:2]. The yield is 0.860. (3) The reactants are C(O[CH:4]1[O:8][N:7]=[C:6]([C:9]2[N:14]=[C:13]([NH:15]C(=O)C(C)(C)C)[CH:12]=[CH:11][CH:10]=2)[CH:5]1[CH3:22])C.S(=O)(=O)(O)O.C(=O)([O-])[O-].[Na+].[Na+]. The catalyst is C1(C)C=CC=CC=1. The product is [CH3:22][C:5]1[C:6]([C:9]2[N:14]=[C:13]([NH2:15])[CH:12]=[CH:11][CH:10]=2)=[N:7][O:8][CH:4]=1. The yield is 0.692. (4) No catalyst specified. The reactants are [Cl:1][C:2]1[C:7]([O:8][CH3:9])=[CH:6][C:5]([O:10][CH3:11])=[CH:4][C:3]=1[C:12]1[C:23](=[O:24])[NH:22][C:15]2[N:16]=[C:17]([S:20][CH3:21])[N:18]=[CH:19][C:14]=2[CH:13]=1.I[CH2:26][CH2:27][C:28]1[N:33]=[C:32]([NH:34][C:35](=[O:41])[O:36][C:37]([CH3:40])([CH3:39])[CH3:38])[CH:31]=[CH:30][CH:29]=1. The yield is 0.900. The product is [Cl:1][C:2]1[C:7]([O:8][CH3:9])=[CH:6][C:5]([O:10][CH3:11])=[CH:4][C:3]=1[C:12]1[C:23](=[O:24])[N:22]([CH2:26][CH2:27][C:28]2[N:33]=[C:32]([NH:34][C:35](=[O:41])[O:36][C:37]([CH3:40])([CH3:39])[CH3:38])[CH:31]=[CH:30][CH:29]=2)[C:15]2[N:16]=[C:17]([S:20][CH3:21])[N:18]=[CH:19][C:14]=2[CH:13]=1. (5) The reactants are [NH2:1][C:2]1[N:7]=[C:6]([O:8][CH2:9][CH2:10][OH:11])[CH:5]=[CH:4][CH:3]=1.[Si:12]([O:19][C:20]1[CH:27]=[C:26]([CH3:28])[C:23]([CH:24]=O)=[C:22]([CH3:29])[CH:21]=1)([C:15]([CH3:18])([CH3:17])[CH3:16])([CH3:14])[CH3:13].[N+:30]([C:32]1[CH:41]=[CH:40][C:35]2[O:36][CH2:37][CH2:38][O:39][C:34]=2[CH:33]=1)#[C-:31]. No catalyst specified. The product is [Si:12]([O:19][C:20]1[CH:27]=[C:26]([CH3:28])[C:23]([C:24]2[N:1]=[C:2]3[CH:3]=[CH:4][CH:5]=[C:6]([O:8][CH2:9][CH2:10][OH:11])[N:7]3[C:31]=2[NH:30][C:32]2[CH:41]=[CH:40][C:35]3[O:36][CH2:37][CH2:38][O:39][C:34]=3[CH:33]=2)=[C:22]([CH3:29])[CH:21]=1)([C:15]([CH3:18])([CH3:17])[CH3:16])([CH3:14])[CH3:13]. The yield is 0.340.